This data is from Experimentally validated miRNA-target interactions with 360,000+ pairs, plus equal number of negative samples. The task is: Binary Classification. Given a miRNA mature sequence and a target amino acid sequence, predict their likelihood of interaction. The miRNA is hsa-miR-6889-3p with sequence UCUGUGCCCCUACUUCCCAG. The protein sequence of the target gene is MGKITFYEDRAFQGRSYETTTDCPNLQPYFSRCNSIRVESGCWMLYERPNYQGQQYLLRRGEYPDYQQWMGLSDSIRSCCLIPQTVSHRLRLYEREDHKGLMMELSEDCPSIQDRFHLSEIRSLHVLEGCWVLYELPNYRGRQYLLRPQEYRRCQDWGAMDAKAGSLRRVVDLY. Result: 0 (no interaction).